This data is from Forward reaction prediction with 1.9M reactions from USPTO patents (1976-2016). The task is: Predict the product of the given reaction. (1) The product is: [O:20]1[CH2:21][CH2:22][CH2:23][CH2:24][CH:19]1[O:18][CH:15]1[CH2:16][CH2:17][N:13]([C:9]2[CH:8]=[C:7]([S:25]([Cl:28])(=[O:27])=[O:26])[CH:12]=[CH:11][CH:10]=2)[CH2:14]1. Given the reactants C([Li])CCC.Br[C:7]1[CH:8]=[C:9]([N:13]2[CH2:17][CH2:16][CH:15]([O:18][CH:19]3[CH2:24][CH2:23][CH2:22][CH2:21][O:20]3)[CH2:14]2)[CH:10]=[CH:11][CH:12]=1.[S:25](=[O:27])=[O:26].[Cl:28]NC(=O)CCC(N)=O, predict the reaction product. (2) Given the reactants [C:1]1([C:7]2[N:12]=[CH:11][C:10]([CH2:13]O)=[CH:9][N:8]=2)[CH:6]=[CH:5][CH:4]=[CH:3][CH:2]=1.S(Cl)([Cl:17])=O.C(=O)([O-])O.[Na+], predict the reaction product. The product is: [Cl:17][CH2:13][C:10]1[CH:9]=[N:8][C:7]([C:1]2[CH:6]=[CH:5][CH:4]=[CH:3][CH:2]=2)=[N:12][CH:11]=1. (3) Given the reactants [CH2:1]([O:8][C:9]1[C:10]([C:34]([O:36]C(C)(C)C)=[O:35])=[N:11][C:12]([CH2:16][N:17]2[CH:22]=[CH:21][C:20]([C:23]3[CH:28]=[CH:27][C:26]([C:29]([CH3:32])([CH3:31])[CH3:30])=[CH:25][CH:24]=3)=[CH:19][C:18]2=[O:33])=[N:13][C:14]=1[OH:15])[C:2]1[CH:7]=[CH:6][CH:5]=[CH:4][CH:3]=1.Cl, predict the reaction product. The product is: [CH2:1]([O:8][C:9]1[C:10]([C:34]([OH:36])=[O:35])=[N:11][C:12]([CH2:16][N:17]2[CH:22]=[CH:21][C:20]([C:23]3[CH:24]=[CH:25][C:26]([C:29]([CH3:32])([CH3:31])[CH3:30])=[CH:27][CH:28]=3)=[CH:19][C:18]2=[O:33])=[N:13][C:14]=1[OH:15])[C:2]1[CH:7]=[CH:6][CH:5]=[CH:4][CH:3]=1. (4) Given the reactants [F:1][C:2]([F:22])([F:21])[C:3]1[CH:8]=[CH:7][C:6]([C:9]2[N:14]=[C:13]([C:15](=[O:20])[CH2:16][CH2:17][CH2:18][CH3:19])[CH:12]=[CH:11][CH:10]=2)=[CH:5][CH:4]=1.[BH4-].[Na+], predict the reaction product. The product is: [F:21][C:2]([F:1])([F:22])[C:3]1[CH:4]=[CH:5][C:6]([C:9]2[N:14]=[C:13]([CH:15]([OH:20])[CH2:16][CH2:17][CH2:18][CH3:19])[CH:12]=[CH:11][CH:10]=2)=[CH:7][CH:8]=1. (5) The product is: [CH3:11][C:1]1[CH:6]=[CH:5][C:4]([S:7]([O:17][CH2:6][CH:1]2[CH2:11][CH2:16][C:15](=[O:14])[CH2:3][CH2:2]2)(=[O:9])=[O:8])=[CH:3][CH:2]=1. Given the reactants [C:1]1([CH3:11])[CH:6]=[CH:5][C:4]([S:7](Cl)(=[O:9])=[O:8])=[CH:3][CH:2]=1.CC[O:14][CH2:15][CH3:16].[OH2:17], predict the reaction product. (6) Given the reactants C([O:8][C:9]1[CH:14]=[CH:13][C:12]([S:15]([N:18]2[CH2:23][CH:22]3[CH2:24][CH2:25][CH:19]2[C:20](=[O:26])[O:21]3)(=[O:17])=[O:16])=[CH:11][CH:10]=1)C1C=CC=CC=1.[H][H], predict the reaction product. The product is: [OH:8][C:9]1[CH:14]=[CH:13][C:12]([S:15]([N:18]2[CH2:23][CH:22]3[CH2:24][CH2:25][CH:19]2[C:20](=[O:26])[O:21]3)(=[O:17])=[O:16])=[CH:11][CH:10]=1. (7) Given the reactants [CH3:1][C:2]1[CH:3]=[C:4]([C:7]2[CH:8]=[N:9][NH:10][C:11]=2[NH2:12])[NH:5][N:6]=1.[Cl:13][C:14]1[CH:19]=[CH:18][C:17]([C:20](=O)[CH2:21][C:22](OCC)=[O:23])=[CH:16][C:15]=1[O:28][CH3:29].CC1C=CC(S(O)(=O)=O)=CC=1, predict the reaction product. The product is: [Cl:13][C:14]1[CH:19]=[CH:18][C:17]([C:20]2[NH:12][C:11]3[N:10]([N:9]=[CH:8][C:7]=3[C:4]3[NH:5][N:6]=[C:2]([CH3:1])[CH:3]=3)[C:22](=[O:23])[CH:21]=2)=[CH:16][C:15]=1[O:28][CH3:29].